Dataset: Forward reaction prediction with 1.9M reactions from USPTO patents (1976-2016). Task: Predict the product of the given reaction. (1) Given the reactants [BH4-].[Na+].[Br:3][C:4]1[CH:5]=[C:6]([F:21])[C:7]([NH2:20])=[C:8]2[C:13]=1[O:12][CH2:11][C:10]([C:14]1[CH:15]=[N:16][CH:17]=[CH:18][CH:19]=1)=[N:9]2, predict the reaction product. The product is: [Br:3][C:4]1[CH:5]=[C:6]([F:21])[C:7]([NH2:20])=[C:8]2[C:13]=1[O:12][CH2:11][CH:10]([C:14]1[CH:15]=[N:16][CH:17]=[CH:18][CH:19]=1)[NH:9]2. (2) Given the reactants [CH3:1][C:2]([C@@H:36]([OH:48])[C:37]([NH:39][CH2:40][CH2:41][C:42]([NH:44][CH2:45][CH2:46][SH:47])=[O:43])=[O:38])([CH2:4][O:5][P:6]([O:9][P:10]([O:13][CH2:14][C@H:15]1[O:19][C@@H:18]([N:20]2[C:24]3[N:25]=[CH:26][N:27]=[C:28]([NH2:29])[C:23]=3[N:22]=[CH:21]2)[C@H:17]([OH:30])[C@@H:16]1[O:31][P:32]([OH:35])([OH:34])=[O:33])([OH:12])=[O:11])([OH:8])=[O:7])[CH3:3].P([O-])([O-])([O-])=[O:50].[K+].[K+].[K+].C[O:58][C:59]1[C:64]([OH:65])=[C:63]([O:66]C)C=C(/[CH:68]=[CH:69]/[C:70]([OH:72])=[O:71])C=1, predict the reaction product. The product is: [OH:19][CH2:18][CH2:17][C:16]([O-:31])=[O:50].[C:70]([OH:72])(=[O:71])[CH:69]([CH3:68])[OH:5].[C:59]([S:47][CH2:46][CH2:45][NH:44][C:42](=[O:43])[CH2:41][CH2:40][NH:39][C:37](=[O:38])[C@H:36]([OH:48])[C:2]([CH3:1])([CH3:3])[CH2:4][O:5][P:6]([OH:8])(=[O:7])[O:9][P:10]([OH:12])(=[O:11])[O:13][CH2:14][C@H:15]1[O:19][C@@H:18]([N:20]2[C:24]3[N:25]=[CH:26][N:27]=[C:28]([NH2:29])[C:23]=3[N:22]=[CH:21]2)[C@H:17]([OH:30])[C@@H:16]1[O:31][P:32]([OH:35])([OH:34])=[O:33])(=[O:58])[CH:64]([CH3:63])[OH:65].[OH:66][CH2:63][CH2:64][C:59]([S:47][CH2:46][CH2:45][NH:44][C:42](=[O:43])[CH2:41][CH2:40][NH:39][C:37](=[O:38])[C@H:36]([OH:48])[C:2]([CH3:1])([CH3:3])[CH2:4][O:5][P:6]([OH:8])(=[O:7])[O:9][P:10]([OH:12])(=[O:11])[O:13][CH2:14][C@H:15]1[O:19][C@@H:18]([N:20]2[C:24]3[N:25]=[CH:26][N:27]=[C:28]([NH2:29])[C:23]=3[N:22]=[CH:21]2)[C@H:17]([OH:30])[C@@H:16]1[O:31][P:32]([OH:35])([OH:34])=[O:33])=[O:58].